From a dataset of Reaction yield outcomes from USPTO patents with 853,638 reactions. Predict the reaction yield, written as a fraction of the theoretical maximum amount of product (1.0 means a 100% yield; for example, 0.34 means a 34% yield). (1) The reactants are [NH2:1][C:2]1[C:3]([C:19]#[N:20])=[C:4]([CH:16]=[CH:17][CH:18]=1)[O:5][CH2:6][C:7]([CH3:15])([CH3:14])[C:8]([NH:10][CH2:11][CH2:12][CH3:13])=[O:9].[C:21]([N:29]=[C:30]=[O:31])(=[O:28])[C:22]1[CH:27]=[CH:26][CH:25]=[CH:24][CH:23]=1. No catalyst specified. The product is [C:19]([C:3]1[C:4]([O:5][CH2:6][C:7]([CH3:15])([CH3:14])[C:8](=[O:9])[NH:10][CH2:11][CH2:12][CH3:13])=[CH:16][CH:17]=[CH:18][C:2]=1[NH:1][C:30]([NH:29][C:21](=[O:28])[C:22]1[CH:23]=[CH:24][CH:25]=[CH:26][CH:27]=1)=[O:31])#[N:20]. The yield is 0.850. (2) The reactants are C([O:8][C@@H:9]1[C@@H:14]([O:15]CC2C=CC=CC=2)[C@H:13]([O:23]CC2C=CC=CC=2)[C@@H:12]([CH2:31][O:32]CC2C=CC=CC=2)[O:11][C@:10]21[C:43]1[CH:44]=[C:45]([CH2:49][C:50]3[CH:55]=[CH:54][C:53]([CH2:56][CH3:57])=[CH:52][CH:51]=3)[C:46]([Cl:48])=[CH:47][C:42]=1[O:41][C@H:40]2[O:58][CH3:59])C1C=CC=CC=1.ClC1C=CC=CC=1Cl.[H][H]. The catalyst is CO.C1COCC1.[OH-].[OH-].[Pd+2]. The product is [Cl:48][C:46]1[C:45]([CH2:49][C:50]2[CH:51]=[CH:52][C:53]([CH2:56][CH3:57])=[CH:54][CH:55]=2)=[CH:44][C:43]2[C@@:10]3([C@H:40]([O:58][CH3:59])[O:41][C:42]=2[CH:47]=1)[C@H:9]([OH:8])[C@@H:14]([OH:15])[C@H:13]([OH:23])[C@@H:12]([CH2:31][OH:32])[O:11]3. The yield is 0.760. (3) The yield is 0.130. The product is [Cl:21][C:20]1[C:14]2[O:13][C:12]([CH2:8][CH2:9][C:10]#[C:11][C:2]3[CH:7]=[CH:6][CH:5]=[CH:4][N:3]=3)=[N:16][C:15]=2[C:17]([F:22])=[CH:18][CH:19]=1. No catalyst specified. The reactants are Br[C:2]1[CH:7]=[CH:6][CH:5]=[CH:4][N:3]=1.[CH2:8]([C:12]1[O:13][C:14]2[C:20]([Cl:21])=[CH:19][CH:18]=[C:17]([F:22])[C:15]=2[N:16]=1)[CH2:9][C:10]#[CH:11]. (4) The reactants are C([S:4][C@@H:5]1[CH2:9][N:8]([CH3:10])[C@H:7]([C:11]([O:13]C)=[O:12])[CH2:6]1)(=O)C.[ClH:15]. The catalyst is O. The product is [ClH:15].[SH:4][C@@H:5]1[CH2:9][N:8]([CH3:10])[C@H:7]([C:11]([OH:13])=[O:12])[CH2:6]1. The yield is 0.950. (5) The reactants are [CH:1]1([C:5]2[NH:13][C:8]3=[N:9][CH:10]=[CH:11][CH:12]=[C:7]3[CH:6]=2)[CH2:4][CH2:3][CH2:2]1.ClC1C=CC=C(C(OO)=[O:22])C=1. The catalyst is ClCCl. The product is [CH:1]1([C:5]2[NH:13][C:8]3=[N+:9]([O-:22])[CH:10]=[CH:11][CH:12]=[C:7]3[CH:6]=2)[CH2:2][CH2:3][CH2:4]1. The yield is 0.230. (6) The reactants are [Cl:1][C:2]1[CH:3]=[C:4]([N:18]2[C:22]3=[N:23][CH:24]=[CH:25][CH:26]=[C:21]3[C:20]([C:27]([O:29]C)=O)=[N:19]2)[CH:5]=[C:6]([C:8]#[C:9][C@:10]2([OH:17])[CH2:14][CH2:13][N:12]([CH3:15])[C:11]2=[O:16])[CH:7]=1.[NH3:31]. The catalyst is CO. The product is [Cl:1][C:2]1[CH:3]=[C:4]([N:18]2[C:22]3=[N:23][CH:24]=[CH:25][CH:26]=[C:21]3[C:20]([C:27]([NH2:31])=[O:29])=[N:19]2)[CH:5]=[C:6]([C:8]#[C:9][C@:10]2([OH:17])[CH2:14][CH2:13][N:12]([CH3:15])[C:11]2=[O:16])[CH:7]=1. The yield is 0.130. (7) The reactants are [Cl:1][C:2]1[CH:7]=[CH:6][C:5]([C:8]([CH3:13])([CH3:12])[C:9](=[O:11])[CH3:10])=[CH:4][CH:3]=1.[C:14](=O)([O:18]CC)[O:15][CH2:16][CH3:17].[H-].[Na+]. The catalyst is C(O)(=O)C. The product is [Cl:1][C:2]1[CH:3]=[CH:4][C:5]([C:8]([CH3:13])([CH3:12])[C:9](=[O:11])[CH2:10][C:14]([O:15][CH2:16][CH3:17])=[O:18])=[CH:6][CH:7]=1. The yield is 0.290.